Dataset: Reaction yield outcomes from USPTO patents with 853,638 reactions. Task: Predict the reaction yield, written as a fraction of the theoretical maximum amount of product (1.0 means a 100% yield; for example, 0.34 means a 34% yield). (1) The reactants are [NH2:1][CH:2]([C:8]1[C:13]([Cl:14])=[CH:12][C:11]([Br:15])=[CH:10][N:9]=1)C(OCC)=O. The catalyst is Cl. The product is [ClH:14].[Br:15][C:11]1[CH:12]=[C:13]([Cl:14])[C:8]([CH2:2][NH2:1])=[N:9][CH:10]=1. The yield is 0.650. (2) The reactants are Cl.[CH:2]12[CH2:11][CH:6]3[CH2:7][CH:8]([CH2:10][CH:4]([CH2:5]3)[CH:3]1[NH2:12])[CH2:9]2.[C:13]([CH:16]1C(=O)OC(C)(C)[O:18][C:17]1=O)(=[O:15])[CH3:14].C(N(C(C)C)C(C)C)C. The catalyst is C1(C)C=CC=CC=1.CCOC(C)=O. The product is [CH:2]12[CH2:11][CH:6]3[CH2:7][CH:8]([CH2:10][CH:4]([CH2:5]3)[CH:3]1[NH:12][C:17](=[O:18])[CH2:16][C:13](=[O:15])[CH3:14])[CH2:9]2. The yield is 0.530. (3) The reactants are [F:1][C:2]1[CH:3]=[CH:4][C:5]([N:13]2[CH2:18][CH2:17][N:16]([CH2:19][CH2:20][C:21]3[CH:22]=[C:23]([CH:25]=[CH:26][CH:27]=3)[NH2:24])[CH2:15][CH2:14]2)=[C:6]2[C:11]=1[N:10]=[C:9]([CH3:12])[CH:8]=[CH:7]2.[C:28](Cl)(=[O:30])[CH3:29]. No catalyst specified. The product is [F:1][C:2]1[CH:3]=[CH:4][C:5]([N:13]2[CH2:14][CH2:15][N:16]([CH2:19][CH2:20][C:21]3[CH:22]=[C:23]([NH:24][C:28](=[O:30])[CH3:29])[CH:25]=[CH:26][CH:27]=3)[CH2:17][CH2:18]2)=[C:6]2[C:11]=1[N:10]=[C:9]([CH3:12])[CH:8]=[CH:7]2. The yield is 0.260. (4) The reactants are [CH2:1]=[CH:2][CH3:3].[N:4]1[CH:9]=[CH:8][CH:7]=[CH:6][CH:5]=1. The catalyst is CO.CC(O)=O.[Pt](=O)=O. The product is [CH:2]([N:4]1[CH2:9][CH2:8][CH2:7][CH2:6][CH2:5]1)([CH3:3])[CH3:1]. The yield is 0.650. (5) The yield is 0.850. The catalyst is O1CCOCC1.O.C1C=CC([P]([Pd]([P](C2C=CC=CC=2)(C2C=CC=CC=2)C2C=CC=CC=2)([P](C2C=CC=CC=2)(C2C=CC=CC=2)C2C=CC=CC=2)[P](C2C=CC=CC=2)(C2C=CC=CC=2)C2C=CC=CC=2)(C2C=CC=CC=2)C2C=CC=CC=2)=CC=1. The reactants are Br[C:2]1[C:3]([Cl:25])=[CH:4][CH:5]=[C:6]2[C:10]=1[NH:9][C:8]([CH3:11])=[C:7]2[CH2:12][CH2:13][CH2:14][O:15][C:16]1[CH:21]=[C:20]([CH3:22])[C:19]([Cl:23])=[C:18]([CH3:24])[CH:17]=1.[CH3:26][N:27]1[C:31]([CH3:32])=[C:30](B2OC(C)(C)C(C)(C)O2)[C:29]([CH3:42])=[N:28]1.C([O-])([O-])=O.[K+].[K+]. The product is [Cl:25][C:3]1[C:2]([C:30]2[C:29]([CH3:42])=[N:28][N:27]([CH3:26])[C:31]=2[CH3:32])=[C:10]2[C:6]([C:7]([CH2:12][CH2:13][CH2:14][O:15][C:16]3[CH:21]=[C:20]([CH3:22])[C:19]([Cl:23])=[C:18]([CH3:24])[CH:17]=3)=[C:8]([CH3:11])[NH:9]2)=[CH:5][CH:4]=1. (6) The reactants are [Cl:1][C:2]1[CH:3]=[C:4]([CH:18]=[CH:19][CH:20]=1)[NH:5][C:6]1[N:11]=[C:10]([C:12]2[NH:16][C:15]([CH3:17])=[N:14][CH:13]=2)[CH:9]=[CH:8][N:7]=1.Cl[C:22]1C=C(NC(N)=N)C=CC=1. No catalyst specified. The product is [Cl:1][C:2]1[CH:3]=[C:4]([CH:18]=[CH:19][CH:20]=1)[NH:5][C:6]1[N:11]=[C:10]([C:12]2[N:16]([CH3:22])[C:15]([CH3:17])=[N:14][CH:13]=2)[CH:9]=[CH:8][N:7]=1. The yield is 0.290. (7) The yield is 0.570. The catalyst is CC(N(C)C)=O. The reactants are Br.Br[CH:3]([C:5]1[CH:6]=[C:7]([C:23]([N:25]([CH3:27])[CH3:26])=[O:24])[CH:8]=[C:9]2[C:14]=1[O:13][C:12]([N:15]1[CH2:20][CH2:19][O:18][C@H:17]([CH3:21])[CH2:16]1)=[CH:11][C:10]2=[O:22])[CH3:4].[F:28][C:29]1[CH:30]=[C:31]([CH:33]=[C:34]([F:36])[CH:35]=1)[NH2:32]. The product is [F:28][C:29]1[CH:30]=[C:31]([NH:32][CH:3]([C:5]2[CH:6]=[C:7]([C:23]([N:25]([CH3:27])[CH3:26])=[O:24])[CH:8]=[C:9]3[C:14]=2[O:13][C:12]([N:15]2[CH2:20][CH2:19][O:18][C@H:17]([CH3:21])[CH2:16]2)=[CH:11][C:10]3=[O:22])[CH3:4])[CH:33]=[C:34]([F:36])[CH:35]=1. (8) The reactants are [Cl:1][C:2]1[CH:3]=[CH:4][C:5]2[C:6](=[O:15])[C:7]3[N:8]([CH2:11][CH2:12][CH2:13][N:14]=3)[C:9]=2[CH:10]=1.[N+:16]([O-])([OH:18])=[O:17]. The catalyst is OS(O)(=O)=O. The product is [Cl:1][C:2]1[C:3]([N+:16]([O-:18])=[O:17])=[CH:4][C:5]2[C:6](=[O:15])[C:7]3[N:8]([CH2:11][CH2:12][CH2:13][N:14]=3)[C:9]=2[CH:10]=1. The yield is 0.790. (9) The reactants are [CH:1](=[C:8]1[CH2:20][CH2:19][C:18]2[C:17]3[C:12](=[CH:13][C:14]([Cl:22])=[C:15]([Cl:21])[CH:16]=3)[NH:11][C:10]=2[C:9]1=[O:23])[C:2]1[CH:7]=[CH:6][CH:5]=[CH:4][CH:3]=1. The catalyst is CCOC(C)=O.[Pd]. The product is [CH2:1]([CH:8]1[CH2:20][CH2:19][C:18]2[C:17]3[C:12](=[CH:13][C:14]([Cl:22])=[C:15]([Cl:21])[CH:16]=3)[NH:11][C:10]=2[C:9]1=[O:23])[C:2]1[CH:3]=[CH:4][CH:5]=[CH:6][CH:7]=1. The yield is 0.570. (10) The reactants are O[CH:2]([C:4]1[CH:9]=[CH:8][C:7]([C:10]2[C:11]([C:16]#[N:17])=[CH:12][CH:13]=[CH:14][CH:15]=2)=[CH:6][CH:5]=1)[CH3:3].[Br-:18].[Br-].[Br-].P. The catalyst is C1(C)C=CC=CC=1. The product is [Br:18][CH:2]([C:4]1[CH:9]=[CH:8][C:7]([C:10]2[C:11]([C:16]#[N:17])=[CH:12][CH:13]=[CH:14][CH:15]=2)=[CH:6][CH:5]=1)[CH3:3]. The yield is 0.870.